This data is from Catalyst prediction with 721,799 reactions and 888 catalyst types from USPTO. The task is: Predict which catalyst facilitates the given reaction. (1) Reactant: [Br:1]Br.Cl.[S:4]1[C:8]2[CH2:9][NH:10][CH2:11][CH2:12][C:7]=2[CH:6]=[CH:5]1. Product: [BrH:1].[Br:1][C:5]1[S:4][C:8]2[CH2:9][NH:10][CH2:11][CH2:12][C:7]=2[CH:6]=1. The catalyst class is: 15. (2) The catalyst class is: 40. Reactant: [F:1][C:2]1[CH:3]=[C:4]2[C:8](=[CH:9][CH:10]=1)[NH:7][C:6](=[O:11])[C:5]2=O.[OH-].[K+].N1C2C(=CC=CC=2)C(=O)C1=[O:17].[F:26][C:27]([F:39])([F:38])[C:28]1[CH:29]=[C:30]([C:34](=O)[CH2:35][CH3:36])[CH:31]=[CH:32][CH:33]=1.Cl. Product: [F:1][C:2]1[CH:3]=[C:4]2[C:8](=[CH:9][CH:10]=1)[N:7]=[C:34]([C:30]1[CH:31]=[CH:32][CH:33]=[C:28]([C:27]([F:26])([F:38])[F:39])[CH:29]=1)[C:35]([CH3:36])=[C:5]2[C:6]([OH:11])=[O:17]. (3) Reactant: [OH-].[Na+].[Cl:3][CH2:4][CH2:5][CH2:6][CH:7]([CH:13]1[CH2:18][CH2:17][O:16][CH2:15][CH2:14]1)[C:8]([O:10]CC)=[O:9].C(O)C.O. Product: [Cl:3][CH2:4][CH2:5][CH2:6][CH:7]([CH:13]1[CH2:18][CH2:17][O:16][CH2:15][CH2:14]1)[C:8]([OH:10])=[O:9]. The catalyst class is: 165. (4) Product: [NH2:13][CH2:12][C:11]1[C:2]([NH2:1])=[N:3][C:4]2[C:9]([C:10]=1[C:14]1[CH:19]=[CH:18][C:17]([CH3:20])=[CH:16][CH:15]=1)=[CH:8][CH:7]=[CH:6][CH:5]=2. The catalyst class is: 56. Reactant: [NH2:1][C:2]1[C:11]([C:12]#[N:13])=[C:10]([C:14]2[CH:19]=[CH:18][C:17]([CH3:20])=[CH:16][CH:15]=2)[C:9]2[C:4](=[CH:5][CH:6]=[CH:7][CH:8]=2)[N:3]=1.[H-].[H-].[H-].[H-].[Li+].[Al+3].O. (5) Reactant: [NH2:1][C:2]1[C:3]([NH:18][CH3:19])=[CH:4][C:5]([O:13][CH2:14][CH:15]([F:17])[F:16])=[C:6]([CH:12]=1)[C:7]([O:9][CH2:10][CH3:11])=[O:8].[Cl:20][C:21]1[CH:37]=[CH:36][C:24]([CH2:25][NH:26][C:27]([C:29]2([C:32]([F:35])([F:34])[F:33])[CH2:31][CH2:30]2)=[O:28])=[CH:23][C:22]=1[N:38]=[C:39]=S.CC(C)N=C=NC(C)C. Product: [Cl:20][C:21]1[CH:37]=[CH:36][C:24]([CH2:25][NH:26][C:27]([C:29]2([C:32]([F:35])([F:34])[F:33])[CH2:31][CH2:30]2)=[O:28])=[CH:23][C:22]=1[NH:38][C:39]1[N:18]([CH3:19])[C:3]2[CH:4]=[C:5]([O:13][CH2:14][CH:15]([F:16])[F:17])[C:6]([C:7]([O:9][CH2:10][CH3:11])=[O:8])=[CH:12][C:2]=2[N:1]=1. The catalyst class is: 1. (6) Reactant: [Br:1][C:2]1[C:10]2[N:9]=[C:8]([CH2:11][F:12])[NH:7][C:6]=2[CH:5]=[C:4]([N+:13]([O-:15])=[O:14])[CH:3]=1.Br[CH2:17][C:18]1[CH:23]=[CH:22][CH:21]=[C:20]([Cl:24])[C:19]=1[CH3:25].C(=O)([O-])[O-].[K+].[K+].O. Product: [Br:1][C:2]1[C:10]2[N:9]=[C:8]([CH2:11][F:12])[N:7]([CH2:17][C:18]3[CH:23]=[CH:22][CH:21]=[C:20]([Cl:24])[C:19]=3[CH3:25])[C:6]=2[CH:5]=[C:4]([N+:13]([O-:15])=[O:14])[CH:3]=1. The catalyst class is: 9. (7) Reactant: [CH3:1][O:2][C:3]1[CH:8]=[C:7]([N+:9]([O-])=O)[CH:6]=[CH:5][C:4]=1[OH:12].C1COCC1. Product: [NH2:9][C:7]1[CH:6]=[CH:5][C:4]([OH:12])=[C:3]([O:2][CH3:1])[CH:8]=1. The catalyst class is: 352.